Task: Predict the reaction yield, written as a fraction of the theoretical maximum amount of product (1.0 means a 100% yield; for example, 0.34 means a 34% yield).. Dataset: Reaction yield outcomes from USPTO patents with 853,638 reactions (1) The reactants are CO[C:3]([C:5]1[O:6][CH:7]=[CH:8][CH:9]=1)=[O:4].[CH3:10][CH2:11][O:12][C:13]([CH3:15])=[O:14].C1C=CC=CC=1. The catalyst is Cl. The product is [CH2:11]([O:12][C:13](=[O:14])[CH2:15][C:3]([C:5]1[O:6][CH:7]=[CH:8][CH:9]=1)=[O:4])[CH3:10]. The yield is 0.430. (2) The reactants are Br.[Br:2][CH2:3][CH2:4][NH2:5].[OH-].[Na+].O.[C:9](O[C:9]([O:11][C:12]([CH3:15])([CH3:14])[CH3:13])=[O:10])([O:11][C:12]([CH3:15])([CH3:14])[CH3:13])=[O:10]. The catalyst is C1COCC1. The product is [Br:2][CH2:3][CH2:4][NH:5][C:9](=[O:10])[O:11][C:12]([CH3:15])([CH3:14])[CH3:13]. The yield is 0.500.